This data is from Forward reaction prediction with 1.9M reactions from USPTO patents (1976-2016). The task is: Predict the product of the given reaction. (1) Given the reactants [Cl:1][C:2]1[CH:10]=[CH:9][CH:8]=[C:7]([Cl:11])[C:3]=1[C:4]([OH:6])=O.CN(C(ON1N=NC2C=CC=NC1=2)=[N+](C)C)C.F[P-](F)(F)(F)(F)F.C(N(CC)CC)C.[CH3:43][S:44]([N:47]1[CH2:52][CH2:51][CH:50]([C:53]2[CH:65]=[CH:64][C:56]([CH2:57][C@@H:58]([C:60]([O:62]C)=[O:61])[NH2:59])=[CH:55][CH:54]=2)[CH2:49][CH2:48]1)(=[O:46])=[O:45], predict the reaction product. The product is: [Cl:11][C:7]1[CH:8]=[CH:9][CH:10]=[C:2]([Cl:1])[C:3]=1[C:4]([NH:59][C@H:58]([C:60]([OH:62])=[O:61])[CH2:57][C:56]1[CH:64]=[CH:65][C:53]([CH:50]2[CH2:49][CH2:48][N:47]([S:44]([CH3:43])(=[O:45])=[O:46])[CH2:52][CH2:51]2)=[CH:54][CH:55]=1)=[O:6]. (2) Given the reactants [C:1]([C:3]1[CH:8]=[C:7]([CH2:9][C:10]([O:12][CH3:13])=[O:11])[CH:6]=[CH:5][C:4]=1[N:14]1[C:22]2[C:17](=[CH:18][C:19]([C:23](O)=[O:24])=[CH:20][CH:21]=2)[CH:16]=[CH:15]1)#[N:2].C(N(CC)CC)C.C(Cl)(=O)C(Cl)=O.[Cl:39][C:40]1[CH:45]=[C:44]([Cl:46])[CH:43]=[CH:42][C:41]=1[CH2:47][CH2:48][NH2:49], predict the reaction product. The product is: [Cl:39][C:40]1[CH:45]=[C:44]([Cl:46])[CH:43]=[CH:42][C:41]=1[CH2:47][CH2:48][NH:49][C:23]([C:19]1[CH:18]=[C:17]2[C:22](=[CH:21][CH:20]=1)[N:14]([C:4]1[CH:5]=[CH:6][C:7]([CH2:9][C:10]([O:12][CH3:13])=[O:11])=[CH:8][C:3]=1[C:1]#[N:2])[CH:15]=[CH:16]2)=[O:24]. (3) Given the reactants CN(C(ON1N=NC2C=CC=NC1=2)=[N+](C)C)C.F[P-](F)(F)(F)(F)F.[F:25][C:26]1[CH:31]=[CH:30][C:29]([NH:32][C:33]2[C:34]3[C:41]([CH3:42])=[C:40]([C:43]([O:45]C)=O)[S:39][C:35]=3[N:36]=[CH:37][N:38]=2)=[C:28]([O:47][CH:48]2[CH2:53][CH2:52][O:51][CH2:50][CH2:49]2)[CH:27]=1.CCN(C(C)C)C(C)C.[CH3:63][N:64]([CH3:69])[CH2:65][CH2:66][CH2:67][NH2:68], predict the reaction product. The product is: [CH3:63][N:64]([CH3:69])[CH2:65][CH2:66][CH2:67][NH:68][C:43]([C:40]1[S:39][C:35]2[N:36]=[CH:37][N:38]=[C:33]([NH:32][C:29]3[CH:30]=[CH:31][C:26]([F:25])=[CH:27][C:28]=3[O:47][CH:48]3[CH2:49][CH2:50][O:51][CH2:52][CH2:53]3)[C:34]=2[C:41]=1[CH3:42])=[O:45]. (4) Given the reactants [C:1]([O:5][C:6](=[O:19])[N:7]([CH2:10][C:11]1[CH:16]=[C:15]([Br:17])[CH:14]=[CH:13][C:12]=1I)[CH2:8][CH3:9])([CH3:4])([CH3:3])[CH3:2].[CH2:20]([O:22][C:23](=[O:42])[CH2:24][C:25]1[CH:30]=[CH:29][C:28]([O:31][CH3:32])=[C:27](B2OC(C)(C)C(C)(C)O2)[CH:26]=1)[CH3:21], predict the reaction product. The product is: [CH2:20]([O:22][C:23](=[O:42])[CH2:24][C:25]1[CH:26]=[C:27]([C:12]2[CH:13]=[CH:14][C:15]([Br:17])=[CH:16][C:11]=2[CH2:10][N:7]([C:6]([O:5][C:1]([CH3:4])([CH3:3])[CH3:2])=[O:19])[CH2:8][CH3:9])[C:28]([O:31][CH3:32])=[CH:29][CH:30]=1)[CH3:21]. (5) Given the reactants [H-].[Na+].[F:3][C:4]1[CH:9]=[C:8]([F:10])[CH:7]=[CH:6][C:5]=1[SH:11].Br[CH2:13][CH2:14][CH2:15][O:16][CH:17]1[CH2:22][CH2:21][CH2:20][CH2:19][O:18]1.O, predict the reaction product. The product is: [F:3][C:4]1[CH:9]=[C:8]([F:10])[CH:7]=[CH:6][C:5]=1[S:11][CH2:13][CH2:14][CH2:15][O:16][CH:17]1[CH2:22][CH2:21][CH2:20][CH2:19][O:18]1. (6) Given the reactants [CH2:1]([O:8][C:9]1[CH:12]([O:13][CH2:14][C:15]2[CH:20]=[CH:19][CH:18]=[CH:17][CH:16]=2)[CH2:11][CH:10]=1)[C:2]1[CH:7]=[CH:6][CH:5]=[CH:4][CH:3]=1.[CH2:21]=[CH:22][C:23]1[CH:28]=[CH:27][CH:26]=[CH:25][CH:24]=1, predict the reaction product. The product is: [C:23]1(/[CH:22]=[CH:21]\[CH:9]([O:8][CH2:1][C:2]2[CH:3]=[CH:4][CH:5]=[CH:6][CH:7]=2)[CH:12]([O:13][CH2:14][C:15]2[CH:16]=[CH:17][CH:18]=[CH:19][CH:20]=2)[CH:11]=[CH2:10])[CH:28]=[CH:27][CH:26]=[CH:25][CH:24]=1. (7) Given the reactants [C:1]([O:5][C:6](=[O:23])[NH:7][C:8]1[CH2:9][O:10][CH2:11][C@:12]([C:15]2[CH:20]=[C:19]([Br:21])[CH:18]=[C:17]([NH2:22])[CH:16]=2)([CH3:14])[N:13]=1)([CH3:4])([CH3:3])[CH3:2].[Br:24][C:25]1[CH:26]=[N:27][C:28]([C:31](O)=[O:32])=[N:29][CH:30]=1.C1C=CC2N(O)N=NC=2C=1.CCN(C(C)C)C(C)C.C(Cl)CCl, predict the reaction product. The product is: [C:1]([O:5][C:6](=[O:23])[NH:7][C:8]1[CH2:9][O:10][CH2:11][C@:12]([C:15]2[CH:16]=[C:17]([NH:22][C:31]([C:28]3[N:29]=[CH:30][C:25]([Br:24])=[CH:26][N:27]=3)=[O:32])[CH:18]=[C:19]([Br:21])[CH:20]=2)([CH3:14])[N:13]=1)([CH3:2])([CH3:3])[CH3:4].